Dataset: Catalyst prediction with 721,799 reactions and 888 catalyst types from USPTO. Task: Predict which catalyst facilitates the given reaction. (1) Reactant: Br[C:2]1[C:10]2[C:6](=[N:7][S:8][N:9]=2)[C:5](Br)=[CH:4][CH:3]=1.C([Sn](CCCC)(CCCC)[C:17]1[S:18][CH:19]=[CH:20][CH:21]=1)CCC. Product: [S:18]1[CH:19]=[CH:20][CH:21]=[C:17]1[C:2]1[C:10]2[C:6](=[N:7][S:8][N:9]=2)[C:5]([C:19]2[S:18][CH:17]=[CH:21][CH:20]=2)=[CH:4][CH:3]=1. The catalyst class is: 7. (2) Reactant: [O:1]=[C:2]1[NH:6][C@@H:5]([C:7]([O:9][CH3:10])=[O:8])[CH2:4][CH2:3]1.[C:11]([O-])([O-])=O.[K+].[K+].CI. Product: [CH3:11][N:6]1[C:2](=[O:1])[CH2:3][CH2:4][C@@H:5]1[C:7]([O:9][CH3:10])=[O:8]. The catalyst class is: 23. (3) Reactant: [CH:1]1([N:7]([CH:19]2[CH2:24][CH2:23][CH2:22][CH2:21][CH2:20]2)[C:8](=[O:18])[NH:9][C:10]2[S:11][C:12]([C:15]([OH:17])=O)=[CH:13][N:14]=2)[CH2:6][CH2:5][CH2:4][CH2:3][CH2:2]1.[C:25]([O:29][C:30]([N:32]1[CH2:37][CH2:36][NH:35][CH2:34][CH2:33]1)=[O:31])([CH3:28])([CH3:27])[CH3:26].CN(C(ON1N=NC2C=CC=CC1=2)=[N+](C)C)C.F[P-](F)(F)(F)(F)F.CCN(C(C)C)C(C)C. Product: [C:25]([O:29][C:30]([N:32]1[CH2:37][CH2:36][N:35]([C:15]([C:12]2[S:11][C:10]([NH:9][C:8]([N:7]([CH:1]3[CH2:6][CH2:5][CH2:4][CH2:3][CH2:2]3)[CH:19]3[CH2:20][CH2:21][CH2:22][CH2:23][CH2:24]3)=[O:18])=[N:14][CH:13]=2)=[O:17])[CH2:34][CH2:33]1)=[O:31])([CH3:28])([CH3:26])[CH3:27]. The catalyst class is: 329. (4) Reactant: Cl[C:2]1[C:7]2[C:8]3[CH2:14][CH2:13][CH2:12][CH2:11][C:9]=3[Se:10][C:6]=2[N:5]=[CH:4][N:3]=1.[NH2:15][C:16]1[CH:21]=[C:20]([Cl:22])[N:19]=[C:18]([Cl:23])[CH:17]=1.[OH-].[Na+]. Product: [Cl:23][C:18]1[CH:17]=[C:16]([NH:15][C:2]2[C:7]3[C:8]4[CH2:14][CH2:13][CH2:12][CH2:11][C:9]=4[Se:10][C:6]=3[N:5]=[CH:4][N:3]=2)[CH:21]=[C:20]([Cl:22])[N:19]=1. The catalyst class is: 3. (5) Reactant: [Br:1][C:2]1[CH:3]=[C:4]2[C:9](=[CH:10][CH:11]=1)[NH:8][C:7](=O)[CH:6]=[CH:5]2.P(Cl)(Cl)([Cl:15])=O. Product: [Br:1][C:2]1[CH:3]=[C:4]2[C:9](=[CH:10][CH:11]=1)[N:8]=[C:7]([Cl:15])[CH:6]=[CH:5]2. The catalyst class is: 9. (6) Reactant: [NH2:1][C:2]1[C:9]([O:10][CH3:11])=[CH:8][CH:7]=[CH:6][C:3]=1[CH:4]=O.C(O)(=O)C.[C:16](OC)(=[O:22])[CH2:17][C:18]([O:20][CH3:21])=[O:19].N1CCCCC1. Product: [CH3:21][O:20][C:18]([C:17]1[C:16](=[O:22])[NH:1][C:2]2[C:3]([CH:4]=1)=[CH:6][CH:7]=[CH:8][C:9]=2[O:10][CH3:11])=[O:19]. The catalyst class is: 93. (7) Reactant: Cl.[CH3:2][O:3][C:4](=[O:38])/[CH:5]=[CH:6]/[C:7]1[CH:8]=[C:9]2[C:34](=[CH:35][CH:36]=1)[O:33][C:12]1([CH2:16][CH2:15][N:14](C(=O)[C@H](C3C=CC4C(=CC=C(OC)C=4)C=3)C)[CH2:13]1)[CH2:11][C:10]2=[O:37].O. Product: [CH3:2][O:3][C:4](=[O:38])/[CH:5]=[CH:6]/[C:7]1[CH:8]=[C:9]2[C:34](=[CH:35][CH:36]=1)[O:33][C:12]1([CH2:16][CH2:15][NH:14][CH2:13]1)[CH2:11][C:10]2=[O:37]. The catalyst class is: 52. (8) Reactant: [F:1][C:2]1[CH:7]=[CH:6][C:5]([C:8]2[C:13](/[CH:14]=[CH:15]/[C@@H:16]([OH:24])[CH2:17][C@@H:18]([OH:23])[CH2:19][C:20]([O-:22])=[O:21])=[C:12]([CH:25]([CH3:27])[CH3:26])[N:11]=[C:10]([N:28]([CH3:33])[S:29]([CH3:32])(=[O:31])=[O:30])[N:9]=2)=[CH:4][CH:3]=1.[Na+].Cl.[Cl-].[Na+]. Product: [F:1][C:2]1[CH:7]=[CH:6][C:5]([C:8]2[C:13](/[CH:14]=[CH:15]/[C@@H:16]([OH:24])[CH2:17][C@@H:18]([OH:23])[CH2:19][C:20]([O-:22])=[O:21])=[C:12]([CH:25]([CH3:27])[CH3:26])[N:11]=[C:10]([N:28]([CH3:33])[S:29]([CH3:32])(=[O:31])=[O:30])[N:9]=2)=[CH:4][CH:3]=1.[CH2:8]([NH3+:9])[C:5]1[CH:6]=[CH:7][CH:2]=[CH:3][CH:4]=1. The catalyst class is: 10.